This data is from Catalyst prediction with 721,799 reactions and 888 catalyst types from USPTO. The task is: Predict which catalyst facilitates the given reaction. (1) The catalyst class is: 524. Product: [CH2:19]([C:20]1[CH:25]=[CH:24][C:23](/[CH:17]=[CH:16]/[CH2:15][CH:14]([C:9]2[C:10]([CH3:13])=[N:11][O:12][C:8]=2[C:5]2[CH:4]=[CH:3][C:2]([Br:1])=[CH:7][CH:6]=2)[OH:18])=[CH:22][CH:21]=1)[C:26]1[CH:31]=[CH:30][CH:29]=[CH:28][CH:27]=1. Reactant: [Br:1][C:2]1[CH:7]=[CH:6][C:5]([C:8]2[O:12][N:11]=[C:10]([CH3:13])[C:9]=2[CH:14]([OH:18])[CH2:15][CH:16]=[CH2:17])=[CH:4][CH:3]=1.[CH2:19]([C:26]1[CH:31]=[CH:30][C:29](I)=[CH:28][CH:27]=1)[C:20]1[CH:25]=[CH:24][CH:23]=[CH:22][CH:21]=1.C(=O)([O-])[O-].[Cs+].[Cs+].CCOC(C)=O. (2) Reactant: [H-].[Al+3].[Li+].[H-].[H-].[H-].[C:7](Cl)(=[O:17])[C:8]1[CH:16]=[CH:15][CH:14]=[C:10]([C:11](Cl)=[O:12])[CH:9]=1. Product: [C:8]1([CH2:7][OH:17])[CH:16]=[CH:15][CH:14]=[C:10]([CH2:11][OH:12])[CH:9]=1. The catalyst class is: 7.